From a dataset of TCR-epitope binding with 47,182 pairs between 192 epitopes and 23,139 TCRs. Binary Classification. Given a T-cell receptor sequence (or CDR3 region) and an epitope sequence, predict whether binding occurs between them. (1) The epitope is KRWIILGLNK. The TCR CDR3 sequence is CASSSSPGTSGNQPQHF. Result: 1 (the TCR binds to the epitope). (2) The epitope is TLIGDCATV. The TCR CDR3 sequence is CSVGDTNTGELFF. Result: 1 (the TCR binds to the epitope). (3) The epitope is DATYQRTRALVR. The TCR CDR3 sequence is CSADNVAGGPGSEQFF. Result: 1 (the TCR binds to the epitope). (4) The TCR CDR3 sequence is CASSHTTVYF. Result: 1 (the TCR binds to the epitope). The epitope is YFPLQSYGF. (5) The epitope is KLSYGIATV. The TCR CDR3 sequence is CASSLVGDGYTDTQYF. Result: 1 (the TCR binds to the epitope). (6) The epitope is IVTDFSVIK. The TCR CDR3 sequence is CASSRKTGANEQFF. Result: 0 (the TCR does not bind to the epitope).